From a dataset of Peptide-MHC class I binding affinity with 185,985 pairs from IEDB/IMGT. Regression. Given a peptide amino acid sequence and an MHC pseudo amino acid sequence, predict their binding affinity value. This is MHC class I binding data. (1) The peptide sequence is TIPTNIPTL. The MHC is HLA-A01:01 with pseudo-sequence HLA-A01:01. The binding affinity (normalized) is 0.0847. (2) The peptide sequence is QDNQWSYKI. The MHC is H-2-Kk with pseudo-sequence H-2-Kk. The binding affinity (normalized) is 0.419. (3) The peptide sequence is LNNSFYYMR. The binding affinity (normalized) is 0. The MHC is HLA-A03:01 with pseudo-sequence HLA-A03:01. (4) The peptide sequence is FFLKSKFNI. The MHC is HLA-A30:02 with pseudo-sequence HLA-A30:02. The binding affinity (normalized) is 0.149. (5) The peptide sequence is TPSHYSGNI. The MHC is HLA-A26:01 with pseudo-sequence HLA-A26:01. The binding affinity (normalized) is 0.0847. (6) The peptide sequence is GLCTLVAML. The MHC is HLA-B08:01 with pseudo-sequence HLA-B08:01. The binding affinity (normalized) is 0.0268. (7) The peptide sequence is NAVTTNNLL. The MHC is HLA-A02:02 with pseudo-sequence HLA-A02:02. The binding affinity (normalized) is 0.304.